This data is from Reaction yield outcomes from USPTO patents with 853,638 reactions. The task is: Predict the reaction yield, written as a fraction of the theoretical maximum amount of product (1.0 means a 100% yield; for example, 0.34 means a 34% yield). (1) The reactants are [S:1]1[CH:5]=[CH:4][CH:3]=[C:2]1[CH2:6][NH:7][C:8]([C:10]1[N:11]=[C:12]2[C:17]([C:18]([F:21])([F:20])[F:19])=[CH:16][C:15](Br)=[CH:14][N:13]2[C:23]=1[Cl:24])=[O:9].[C:25]1([C:31]#[CH:32])[CH:30]=[CH:29][CH:28]=[CH:27][CH:26]=1.C(N(CC)CC)C. The catalyst is CN(C=O)C.Cl[Pd](Cl)([P](C1C=CC=CC=1)(C1C=CC=CC=1)C1C=CC=CC=1)[P](C1C=CC=CC=1)(C1C=CC=CC=1)C1C=CC=CC=1.[Cu]I. The product is [S:1]1[CH:5]=[CH:4][CH:3]=[C:2]1[CH2:6][NH:7][C:8]([C:10]1[N:11]=[C:12]2[C:17]([C:18]([F:21])([F:20])[F:19])=[CH:16][C:15]([C:32]#[C:31][C:25]3[CH:30]=[CH:29][CH:28]=[CH:27][CH:26]=3)=[CH:14][N:13]2[C:23]=1[Cl:24])=[O:9]. The yield is 0.0900. (2) The reactants are [CH3:1][O:2][CH:3]([O:15]C)[CH2:4][N:5]1[C:13]2[C:8](=[CH:9][C:10]([I:14])=[CH:11][CH:12]=2)[CH:7]=[N:6]1.Cl. The catalyst is C1COCC1.O. The product is [I:14][C:10]1[CH:9]=[C:8]2[C:13](=[CH:12][CH:11]=1)[N:5]([CH2:4][CH:3]([O:2][CH3:1])[OH:15])[N:6]=[CH:7]2. The yield is 0.880. (3) The reactants are Br[C:2]1[C:3]([F:28])=[C:4]([N:8]2[CH:13]=[C:12]([O:14][CH3:15])[C:11](=[O:16])[C:10]([C:17]3[N:21]([C:22]4[CH:27]=[CH:26][CH:25]=[CH:24][CH:23]=4)[N:20]=[CH:19][CH:18]=3)=[N:9]2)[CH:5]=[CH:6][CH:7]=1.[NH:29]1[CH2:34][CH2:33][CH2:32][CH2:31][C:30]1=[O:35].CNCCNC.[O-]P([O-])([O-])=O.[K+].[K+].[K+].C([O-])(O)=O.[Na+]. The catalyst is O1CCOCC1.[Cu]I. The product is [F:28][C:3]1[C:2]([N:29]2[CH2:34][CH2:33][CH2:32][CH2:31][C:30]2=[O:35])=[CH:7][CH:6]=[CH:5][C:4]=1[N:8]1[CH:13]=[C:12]([O:14][CH3:15])[C:11](=[O:16])[C:10]([C:17]2[N:21]([C:22]3[CH:27]=[CH:26][CH:25]=[CH:24][CH:23]=3)[N:20]=[CH:19][CH:18]=2)=[N:9]1. The yield is 0.230. (4) The reactants are FC(F)(F)C(OC(=O)C(F)(F)F)=O.[C:14]([OH:17])(=[O:16])[CH3:15].[CH:18]([C:21]1[CH:26]=[CH:25][CH:24]=[C:23]([CH:27]([CH3:29])[CH3:28])[C:22]=1O)([CH3:20])[CH3:19]. The catalyst is O. The product is [C:14]([O:17][C:22]1[C:21]([CH:18]([CH3:19])[CH3:20])=[CH:26][CH:25]=[CH:24][C:23]=1[CH:27]([CH3:29])[CH3:28])(=[O:16])[CH3:15]. The yield is 0.860. (5) The reactants are [NH2:1][CH:2]1[CH2:6][N:5]([CH2:7][C:8]2[CH:13]=[CH:12][CH:11]=[CH:10][CH:9]=2)[CH:4]([C:14]([N:16]2[CH2:21][CH2:20][N:19]([C:22]3[CH:29]=[CH:28][CH:27]=[CH:26][C:23]=3[C:24]#[N:25])[CH2:18][CH2:17]2)=[O:15])[CH2:3]1.[Cl:30][C:31]1[CH:32]=[C:33]([CH:37]=[CH:38][CH:39]=1)[C:34](Cl)=[O:35]. No catalyst specified. The product is [CH2:7]([N:5]1[C@H:4]([C:14]([N:16]2[CH2:17][CH2:18][N:19]([C:22]3[CH:29]=[CH:28][CH:27]=[CH:26][C:23]=3[C:24]#[N:25])[CH2:20][CH2:21]2)=[O:15])[CH2:3][C@H:2]([NH:1][C:34](=[O:35])[C:33]2[CH:37]=[CH:38][CH:39]=[C:31]([Cl:30])[CH:32]=2)[CH2:6]1)[C:8]1[CH:13]=[CH:12][CH:11]=[CH:10][CH:9]=1. The yield is 0.0640.